This data is from Catalyst prediction with 721,799 reactions and 888 catalyst types from USPTO. The task is: Predict which catalyst facilitates the given reaction. Reactant: [CH2:1]([N:8]1[CH2:13][CH2:12][CH2:11][CH:10]([OH:14])[CH2:9]1)[C:2]1[CH:7]=[CH:6][CH:5]=[CH:4][CH:3]=1.F[C:16]1[CH:21]=[CH:20][C:19]([N+:22]([O-:24])=[O:23])=[CH:18][CH:17]=1.[H-].[Na+]. Product: [CH2:1]([N:8]1[CH2:13][CH2:12][CH2:11][CH:10]([O:14][C:16]2[CH:21]=[CH:20][C:19]([N+:22]([O-:24])=[O:23])=[CH:18][CH:17]=2)[CH2:9]1)[C:2]1[CH:3]=[CH:4][CH:5]=[CH:6][CH:7]=1. The catalyst class is: 18.